From a dataset of Forward reaction prediction with 1.9M reactions from USPTO patents (1976-2016). Predict the product of the given reaction. (1) Given the reactants Cl[C:2]1[CH:7]=[C:6]([O:8][CH2:9][C:10]#[C:11][CH3:12])[N:5]=[CH:4][N:3]=1.[CH2:13]([NH2:20])[C:14]1[CH:19]=[CH:18][CH:17]=[CH:16][CH:15]=1, predict the reaction product. The product is: [CH2:9]([O:8][C:6]1[N:5]=[CH:4][N:3]=[C:2]([NH:20][CH2:13][C:14]2[CH:19]=[CH:18][CH:17]=[CH:16][CH:15]=2)[CH:7]=1)[C:10]#[C:11][CH3:12]. (2) The product is: [Br:5][CH2:1][CH2:17][CH:16]([CH3:20])[C:15]([NH:14][N:13]=[C:12]([C:22]1[CH:27]=[CH:26][CH:25]=[CH:24][CH:23]=1)[C:6]1[CH:7]=[CH:8][CH:9]=[CH:10][CH:11]=1)=[O:21]. Given the reactants [C:1]([Br:5])(Br)(Br)Br.[C:6]1([C:12]([C:22]2[CH:27]=[CH:26][CH:25]=[CH:24][CH:23]=2)=[N:13][NH:14][C:15](=[O:21])[CH:16]([CH3:20])[CH2:17]CO)[CH:11]=[CH:10][CH:9]=[CH:8][CH:7]=1.C1(P(C2C=CC=CC=2)C2C=CC=CC=2)C=CC=CC=1, predict the reaction product. (3) Given the reactants [F:1][C:2]1[C:3]([O:12][CH3:13])=[C:4]([CH:6]=[C:7]([F:11])[C:8]=1[O:9][CH3:10])[NH2:5].[C:14](Cl)(Cl)=[O:15], predict the reaction product. The product is: [F:11][C:7]1[CH:6]=[C:4]([N:5]=[C:14]=[O:15])[C:3]([O:12][CH3:13])=[C:2]([F:1])[C:8]=1[O:9][CH3:10]. (4) Given the reactants Cl.Cl.Cl.[Cl:4][C:5]1[CH:6]=[N:7][C:8]2[NH:9][C:10]3[CH:11]=[N:12][CH:13]=[C:14]([CH:27]=3)[CH2:15][CH2:16][C:17]3[CH:25]=[C:21]([NH:22][C:23]=1[N:24]=2)[CH:20]=[CH:19][C:18]=3N.N([O-])=O.[Na+].[I-:32].[K+], predict the reaction product. The product is: [Cl:4][C:5]1[CH:6]=[N:7][C:8]2[NH:9][C:10]3[CH:11]=[N:12][CH:13]=[C:14]([CH:27]=3)[CH2:15][CH2:16][C:17]3[CH:25]=[C:21]([NH:22][C:23]=1[N:24]=2)[CH:20]=[CH:19][C:18]=3[I:32]. (5) Given the reactants [C:1]([N:4]1[C:13]2[C:12](=[O:14])[NH:11][CH:10]=[CH:9][C:8]=2[C@H:7]([NH:15][C:16](=[O:25])[O:17][CH2:18][C:19]2[CH:24]=[CH:23][CH:22]=[CH:21][CH:20]=2)[C@@H:6]([CH3:26])[C@@H:5]1[CH:27]1[CH2:29][CH2:28]1)(=[O:3])[CH3:2].[F:30][C:31]([F:44])([F:43])[S:32](O[S:32]([C:31]([F:44])([F:43])[F:30])(=[O:34])=[O:33])(=[O:34])=[O:33].O, predict the reaction product. The product is: [F:30][C:31]([F:44])([F:43])[S:32]([O:14][C:12]1[N:11]=[CH:10][CH:9]=[C:8]2[C:13]=1[N:4]([C:1](=[O:3])[CH3:2])[CH:5]([CH:27]1[CH2:28][CH2:29]1)[CH:6]([CH3:26])[CH:7]2[NH:15][C:16]([O:17][CH2:18][C:19]1[CH:20]=[CH:21][CH:22]=[CH:23][CH:24]=1)=[O:25])(=[O:34])=[O:33]. (6) Given the reactants [H-].[Na+].[NH:3]1[CH2:9][CH2:8][CH2:7][C@@H:4]1[CH2:5][OH:6].[Cl:10][C:11]1[CH:16]=[C:15]([NH:17][C:18]2[C:27]3[C:22](=[CH:23][CH:24]=[CH:25][C:26]=3F)[N:21]=[CH:20][N:19]=2)[CH:14]=[CH:13][C:12]=1[OH:29].[Cl-].[NH4+], predict the reaction product. The product is: [Cl:10][C:11]1[CH:16]=[C:15]([NH:17][C:18]2[C:27]3[C:22](=[CH:23][CH:24]=[CH:25][C:26]=3[O:6][CH2:5][C@H:4]3[CH2:7][CH2:8][CH2:9][NH:3]3)[N:21]=[CH:20][N:19]=2)[CH:14]=[CH:13][C:12]=1[OH:29]. (7) Given the reactants [O:1]1[C:6]2[CH:7]=[CH:8][C:9]([CH2:11][NH:12][C:13]3[CH:14]=[C:15]([CH:18]=[CH:19][C:20]=3[F:21])[C:16]#[N:17])=[CH:10][C:5]=2[O:4][CH2:3][CH2:2]1.[C:22](Cl)(=[O:26])[CH2:23][CH2:24][CH3:25], predict the reaction product. The product is: [C:16]([C:15]1[CH:18]=[CH:19][C:20]([F:21])=[C:13]([N:12]([CH2:11][C:9]2[CH:8]=[CH:7][C:6]3[O:1][CH2:2][CH2:3][O:4][C:5]=3[CH:10]=2)[C:22](=[O:26])[CH2:23][CH2:24][CH3:25])[CH:14]=1)#[N:17]. (8) Given the reactants [F:1][C:2]1[CH:7]=[CH:6][C:5]([F:8])=[CH:4][C:3]=1[C:9]1[CH2:13][N:12]([C:14](Cl)=[O:15])[CH:11]([C:17]2[CH:22]=[CH:21][CH:20]=[CH:19][CH:18]=2)[CH:10]=1.[F:23][C@H:24]1[C@@H:29]([NH:30][CH3:31])[CH2:28][CH2:27][N:26]([CH3:32])[CH2:25]1.C(N(CC)CC)C.F.F.F.C(N(CC)CC)C.[C:50]([O-])(O)=[O:51].[Na+], predict the reaction product. The product is: [F:1][C:2]1[CH:7]=[CH:6][C:5]([F:8])=[CH:4][C:3]=1[C:9]1[CH2:13][N:12]([C:14]([N:30]([C@H:29]2[CH2:28][CH2:27][N:26]([CH3:32])[CH2:25][C@H:24]2[F:23])[CH3:31])=[O:15])[C@:11]([CH2:50][OH:51])([C:17]2[CH:22]=[CH:21][CH:20]=[CH:19][CH:18]=2)[CH:10]=1. (9) Given the reactants [C:1]([O:5][C:6](=[O:20])[NH:7][CH2:8][CH2:9][N:10]1[C:18]2[C:17](Cl)=[N:16][CH:15]=[N:14][C:13]=2[CH:12]=[CH:11]1)([CH3:4])([CH3:3])[CH3:2].[CH:21]1(/[CH:24]=[CH:25]/[C:26]2[CH:27]=[C:28]([CH:38]=[CH:39][CH:40]=2)[O:29][C:30]2[CH:36]=[CH:35][C:33]([NH2:34])=[CH:32][C:31]=2[CH3:37])[CH2:23][CH2:22]1, predict the reaction product. The product is: [C:1]([O:5][C:6](=[O:20])[NH:7][CH2:8][CH2:9][N:10]1[C:18]2[C:17]([NH:34][C:33]3[CH:35]=[CH:36][C:30]([O:29][C:28]4[CH:38]=[CH:39][CH:40]=[C:26](/[CH:25]=[CH:24]/[CH:21]5[CH2:23][CH2:22]5)[CH:27]=4)=[C:31]([CH3:37])[CH:32]=3)=[N:16][CH:15]=[N:14][C:13]=2[CH:12]=[CH:11]1)([CH3:4])([CH3:3])[CH3:2]. (10) Given the reactants [CH3:1][C:2]1[CH:3]=[C:4]([NH:8][CH:9]=[CH:10][CH:11]=[C:12]([C:18]([O:20]CC)=[O:19])[C:13](OCC)=[O:14])[CH:5]=[CH:6][CH:7]=1, predict the reaction product. The product is: [CH3:1][C:2]1[CH:3]=[C:4]([N:8]2[CH:9]=[CH:10][CH:11]=[C:12]([C:18]([OH:20])=[O:19])[C:13]2=[O:14])[CH:5]=[CH:6][CH:7]=1.